From a dataset of HIV replication inhibition screening data with 41,000+ compounds from the AIDS Antiviral Screen. Binary Classification. Given a drug SMILES string, predict its activity (active/inactive) in a high-throughput screening assay against a specified biological target. The compound is CCOc1ccc(C(C2=C(O)C(=O)c3ccccc3C2=O)C2=C(O)C(=O)c3ccccc3C2=O)cc1OC. The result is 0 (inactive).